The task is: Predict the reactants needed to synthesize the given product.. This data is from Full USPTO retrosynthesis dataset with 1.9M reactions from patents (1976-2016). (1) Given the product [Cl:1][C:2]1[CH:7]=[CH:6][C:5]([CH:8]2[C:12]3[CH:27]=[N:25][NH:29][C:11]=3[C:10]([CH3:15])([CH3:14])[CH2:9]2)=[CH:4][CH:3]=1, predict the reactants needed to synthesize it. The reactants are: [Cl:1][C:2]1[CH:7]=[CH:6][C:5]([CH:8]2[CH2:12][C:11](=O)[C:10]([CH3:15])([CH3:14])[CH2:9]2)=[CH:4][CH:3]=1.C(OC([N:25]([CH3:27])C)N(C)C)(C)(C)C.O.[NH2:29]N. (2) Given the product [Cl:1][C:2]1[C:3]([CH3:40])=[C:4]([C:18]2[CH:23]=[CH:22][CH:21]=[C:20]([CH2:24][O:25][C:26]3[CH:39]=[CH:38][C:29]4[C@H:30]([CH2:33][C:34]([OH:36])=[O:35])[CH2:31][O:32][C:28]=4[CH:27]=3)[CH:19]=2)[C:5]([CH3:17])=[C:6]([Cl:16])[C:7]=1[O:8][CH2:9][CH2:10][CH2:11][S:12]([CH3:15])(=[O:14])=[O:13], predict the reactants needed to synthesize it. The reactants are: [Cl:1][C:2]1[C:3]([CH3:40])=[C:4]([C:18]2[CH:23]=[CH:22][CH:21]=[C:20]([CH2:24][O:25][C:26]3[CH:39]=[CH:38][C:29]4[C@H:30]([CH2:33][C:34]([O:36]C)=[O:35])[CH2:31][O:32][C:28]=4[CH:27]=3)[CH:19]=2)[C:5]([CH3:17])=[C:6]([Cl:16])[C:7]=1[O:8][CH2:9][CH2:10][CH2:11][S:12]([CH3:15])(=[O:14])=[O:13].CO.[OH-].[Na+].C(O)(=O)CC(CC(O)=O)(C(O)=O)O. (3) Given the product [CH:25]([N:14]1[CH2:13][CH2:12][CH:11]([C:9]([N:8]2[CH2:7][C:6]3[CH:17]=[CH:18][C:19]([C:21]([O:23][CH3:24])=[O:22])=[CH:20][C:5]=3[O:4][CH2:3][C@@H:2]2[CH3:1])=[O:10])[CH2:16][CH2:15]1)=[O:26], predict the reactants needed to synthesize it. The reactants are: [CH3:1][C@@H:2]1[N:8]([C:9]([CH:11]2[CH2:16][CH2:15][NH:14][CH2:13][CH2:12]2)=[O:10])[CH2:7][C:6]2[CH:17]=[CH:18][C:19]([C:21]([O:23][CH3:24])=[O:22])=[CH:20][C:5]=2[O:4][CH2:3]1.[CH:25](OCC)=[O:26].